This data is from Full USPTO retrosynthesis dataset with 1.9M reactions from patents (1976-2016). The task is: Predict the reactants needed to synthesize the given product. (1) Given the product [NH2:6][C:5]1[CH:7]=[CH:8][C:9]([O:11][C:12]([F:15])([F:14])[F:13])=[CH:10][C:4]=1[S:3][CH2:2][C:18]#[N:19], predict the reactants needed to synthesize it. The reactants are: N[C:2]1[S:3][C:4]2[CH:10]=[C:9]([O:11][C:12]([F:15])([F:14])[F:13])[CH:8]=[CH:7][C:5]=2[N:6]=1.ClC[C:18]#[N:19]. (2) Given the product [N+:31]([C:16]1[CH:17]=[N:18][C:19]2[C:24]([C:15]=1[NH:1][CH2:2][C:3]([CH3:5])([NH2:6])[CH3:4])=[CH:23][CH:22]=[C:21]([C:25]1[CH:30]=[CH:29][CH:28]=[CH:27][CH:26]=1)[CH:20]=2)([O-:33])=[O:32], predict the reactants needed to synthesize it. The reactants are: [NH2:1][CH2:2][C:3]([NH2:6])([CH3:5])[CH3:4].C(N(CC)CC)C.Cl[C:15]1[C:24]2[C:19](=[CH:20][C:21]([C:25]3[CH:30]=[CH:29][CH:28]=[CH:27][CH:26]=3)=[CH:22][CH:23]=2)[N:18]=[CH:17][C:16]=1[N+:31]([O-:33])=[O:32]. (3) Given the product [OH:8][C@H:9]1[C@H:13]([OH:14])[C@@H:12]([CH2:22][C:23]([NH:25][CH3:26])=[O:24])[N:11]([C:27]([O:29][C:30]([CH3:31])([CH3:32])[CH3:33])=[O:28])[C@@H:10]1[CH2:34][OH:35], predict the reactants needed to synthesize it. The reactants are: C([O:8][C@H:9]1[C@H:13]([O:14]CC2C=CC=CC=2)[C@@H:12]([CH2:22][C:23]([NH:25][CH3:26])=[O:24])[N:11]([C:27]([O:29][C:30]([CH3:33])([CH3:32])[CH3:31])=[O:28])[C@@H:10]1[CH2:34][O:35]CC1C=CC=CC=1)C1C=CC=CC=1. (4) The reactants are: C(O[C:33]1[CH:34]=[CH:35][C:30]([C@@H:29](O)[CH2:28]N([CH2:28][CH2:29][C:30]2[CH:35]=[CH:34][C:33](Br)=[CH:32][CH:31]=2)C(=O)OCC2C=CC=CC=2)=[CH:31][C:32]=1NS(C)(=O)=O)C1C=CC=CC=1.C(O[C:47]1[CH:48]=C(B(O)O)C=[CH:51][C:52]=1C(=O)NS(C)(=O)=O)(C)C.C(=O)([O-])[O-].[Na+].[Na+].Cl. Given the product [C:30]1([C:29]2[CH:28]=[CH:51][CH:52]=[CH:47][CH:48]=2)[CH:31]=[CH:32][CH:33]=[CH:34][CH:35]=1, predict the reactants needed to synthesize it. (5) Given the product [Br:8][C:5]1[N:4]=[C:3]([C:9]#[N:10])[C:2]([Cl:18])=[N:7][CH:6]=1, predict the reactants needed to synthesize it. The reactants are: N[C:2]1[C:3]([C:9]#[N:10])=[N:4][C:5]([Br:8])=[CH:6][N:7]=1.N(OC(C)(C)C)=O.[Cl:18]CCl. (6) Given the product [CH3:2][C:3]1([CH3:9])[CH2:8][CH2:7][N:6]([C:15]([O:14][C:11]([CH3:13])([CH3:12])[CH3:10])=[O:16])[CH2:5][CH2:4]1, predict the reactants needed to synthesize it. The reactants are: Cl.[CH3:2][C:3]1([CH3:9])[CH2:8][CH2:7][NH:6][CH2:5][CH2:4]1.[CH3:10][C:11]([O:14][C:15](O[C:15]([O:14][C:11]([CH3:13])([CH3:12])[CH3:10])=[O:16])=[O:16])([CH3:13])[CH3:12].CCN(CC)CC. (7) Given the product [Br:51][C:52]1[CH:57]=[CH:56][CH:55]=[CH:54][C:53]=1[C:58]([N:60]1[CH2:61][CH2:62][N:63]([C:25](=[O:27])[CH2:24][C:23]([NH:22][C:19]2[CH:18]=[C:17]([C:14]3[CH:13]=[CH:12][C:11]([F:10])=[CH:16][CH:15]=3)[O:21][N:20]=2)=[O:28])[CH2:64][CH2:65]1)=[O:59], predict the reactants needed to synthesize it. The reactants are: CCN(C(C)C)C(C)C.[F:10][C:11]1[CH:16]=[CH:15][C:14]([C:17]2[O:21][N:20]=[C:19]([NH:22][C:23](=[O:28])[CH2:24][C:25]([OH:27])=O)[CH:18]=2)=[CH:13][CH:12]=1.CCN=C=NCCCN(C)C.C1C=CC2N(O)N=NC=2C=1.Cl.[Br:51][C:52]1[CH:57]=[CH:56][CH:55]=[CH:54][C:53]=1[C:58]([N:60]1[CH2:65][CH2:64][NH:63][CH2:62][CH2:61]1)=[O:59]. (8) Given the product [CH3:25][C@H:21]1[CH2:22][CH2:23][CH2:24][N:19]([C:17]([C@H:6]2[CH2:5][C:4]3[C:8](=[CH:9][CH:10]=[C:2]([CH:26]=[CH2:27])[CH:3]=3)[N:7]2[C:11]2[N:12]=[N:13][CH:14]=[CH:15][CH:16]=2)=[O:18])[CH2:20]1, predict the reactants needed to synthesize it. The reactants are: Br[C:2]1[CH:3]=[C:4]2[C:8](=[CH:9][CH:10]=1)[N:7]([C:11]1[N:12]=[N:13][CH:14]=[CH:15][CH:16]=1)[C@@H:6]([C:17]([N:19]1[CH2:24][CH2:23][CH2:22][C@H:21]([CH3:25])[CH2:20]1)=[O:18])[CH2:5]2.[CH3:26][C:27]1(C)C(C)(C)OB(C=C)O1.C(=O)([O-])[O-].[Na+].[Na+]. (9) The reactants are: FC(F)(F)C(O)=O.[Cl:8][C:9]1[C:10]([F:38])=[C:11]([CH:15]2[C:19]([C:22]3[CH:27]=[CH:26][C:25]([Cl:28])=[CH:24][C:23]=3[CH3:29])([C:20]#[N:21])[CH:18]([CH2:30][C:31]([CH3:34])([CH3:33])[CH3:32])[NH:17][CH:16]2[C:35]([OH:37])=O)[CH:12]=[CH:13][CH:14]=1.CC1(C)[O:44][C@@H:43]([CH2:45][CH2:46][NH2:47])[CH2:42][O:41]1.CN(C(ON1N=NC2C=CC=NC1=2)=[N+](C)C)C.F[P-](F)(F)(F)(F)F.CCN(C(C)C)C(C)C.Cl. Given the product [OH:44][C@H:43]([CH2:42][OH:41])[CH2:45][CH2:46][NH:47][C:35]([CH:16]1[CH:15]([C:11]2[CH:12]=[CH:13][CH:14]=[C:9]([Cl:8])[C:10]=2[F:38])[C:19]([C:22]2[CH:27]=[CH:26][C:25]([Cl:28])=[CH:24][C:23]=2[CH3:29])([C:20]#[N:21])[CH:18]([CH2:30][C:31]([CH3:32])([CH3:33])[CH3:34])[NH:17]1)=[O:37], predict the reactants needed to synthesize it.